Binary Classification. Given a miRNA mature sequence and a target amino acid sequence, predict their likelihood of interaction. From a dataset of Experimentally validated miRNA-target interactions with 360,000+ pairs, plus equal number of negative samples. (1) The miRNA is bta-miR-31 with sequence AGGCAAGAUGCUGGCAUAGCU. The protein sequence of the target gene is MLQQPGPRPGRQQPSGDRDACRLHPQGRPPALPTMIPAASSTPPGDALFPSVAPQDFWRSQVTGYSGSVTRHLSHRANNFKRHPKRRKCIRPSPPPPPNTPCPLELVDFGDLHPQRSFRELLFNGCILFGIEFSYAMETAYVTPVLLQMGLPDQLYSLVWFISPILGFLLQPLLGAWSDRCTSRFGRRRPFILVLAIGALLGLSLLLNGRDIGIALADVTGNHKWGLLLTVCGVVLMDFSADSADNPSHAYMMDVCSPADQDRGLNIHALLAGLGGGFGYVVGGIHWDKTGFGRALGGQL.... Result: 0 (no interaction). (2) The miRNA is hsa-miR-3689d with sequence GGGAGGUGUGAUCUCACACUCG. The protein sequence of the target gene is MSSMWSEYTIGGVKIYFPYKAYPSQLAMMNSILRGLNSKQHCLLESPTGSGKSLALLCSALAWQQSLSGKPADEGVSEKAEVQLSCCCACHSKDFTNNDMNQGTSRHFNYPSTPPSERNGTSSTCQDSPEKTTLAAKLSAKKQASIYRDENDDFQVEKKRIRPLETTQQIRKRHCFGTEVHNLDAKVDSGKTVKLNSPLEKINSFSPQKPPGHCSRCCCSTKQGNSQESSNTIKKDHTGKSKIPKIYFGTRTHKQIAQITRELRRTAYSGVPMTILSSRDHTCVHPEVVGNFNRNEKCME.... Result: 1 (interaction). (3) The miRNA is mmu-miR-466f-3p with sequence CAUACACACACACAUACACAC. The protein sequence of the target gene is METPKETAVESSGPKVLETAEEIQHRRAEVLNQYQRFKDRVAERGQKLEESYHYQVFRRDADDLEKWIMEKLEIAKDKTYEPTNIQGKYQKHESFVSEVQAKSRVLPELEEIREARFAEDHFAHEATKTHLKQLRLLWDLLLELTQEKSDVLLRALKFYQYSQECEDILEWVKEKEAIVTLVELGDDWERTEVLHKKFEEFQEELTARKGKVDRVNQYANECAQEKHPKLPEIKAKQDEVNAAWDRLWSLALKRRESLSNAADLQRFKRDVNEAIQWMEEKEPQLTSEDYGKDLVSSEAL.... Result: 1 (interaction). (4) The miRNA is ath-miR167b with sequence UGAAGCUGCCAGCAUGAUCUA. The protein sequence of the target gene is MVSWMISRAVVLVFGMLYPAYYSYKAVKTKNVKEYVRWMMYWIVFALYTVIETVADQTLAWFPLYYELKIAFVIWLLSPYTRGASLIYRKFLHPLLSSKEREIDDYIVQAKERGYETMVNFGRQGLNLAAAAAVTAAVKSQGAITERLRSFSMHDLTAIQGDEPVGHRPYQTLPEAKRKGKQATESPAYGIPLKDGSEQTDEEAEGPFSDDEMVTHKALRRSQSMKSVKTIKGRKEVRYGSLKYKVKKRPQVYF. Result: 0 (no interaction).